From a dataset of Catalyst prediction with 721,799 reactions and 888 catalyst types from USPTO. Predict which catalyst facilitates the given reaction. (1) Reactant: C(=[N:14][C:15]1[C:24]([O:25][CH2:26][C:27]2[CH:32]=[CH:31][CH:30]=[CH:29][CH:28]=2)=[CH:23][C:22]2[C:17](=[CH:18][CH:19]=[C:20]([O:33][CH2:34][C:35]3[CH:40]=[CH:39][CH:38]=[CH:37][CH:36]=3)[CH:21]=2)[CH:16]=1)(C1C=CC=CC=1)C1C=CC=CC=1.Cl.[OH-].[Na+]. Product: [CH2:26]([O:25][C:24]1[C:15]([NH2:14])=[CH:16][C:17]2[C:22]([CH:23]=1)=[CH:21][C:20]([O:33][CH2:34][C:35]1[CH:40]=[CH:39][CH:38]=[CH:37][CH:36]=1)=[CH:19][CH:18]=2)[C:27]1[CH:28]=[CH:29][CH:30]=[CH:31][CH:32]=1. The catalyst class is: 1. (2) Reactant: [CH:1]1([NH:6][C:7]2[N:12]3[N:13]=[C:14]([C:28]4[CH:33]=[CH:32][CH:31]=[C:30]([N:34]=C(C5C=CC=CC=5)C5C=CC=CC=5)[CH:29]=4)[C:15]([C:16]4[CH:21]=[CH:20][N:19]=[C:18]([NH:22][CH:23]5[CH2:27][CH2:26][CH2:25][CH2:24]5)[N:17]=4)=[C:11]3[CH:10]=[CH:9][CH:8]=2)[CH2:5][CH2:4][CH2:3][CH2:2]1.Cl.C(=O)(O)[O-]. Product: [NH2:34][C:30]1[CH:29]=[C:28]([C:14]2[C:15]([C:16]3[CH:21]=[CH:20][N:19]=[C:18]([NH:22][CH:23]4[CH2:24][CH2:25][CH2:26][CH2:27]4)[N:17]=3)=[C:11]3[CH:10]=[CH:9][CH:8]=[C:7]([NH:6][CH:1]4[CH2:5][CH2:4][CH2:3][CH2:2]4)[N:12]3[N:13]=2)[CH:33]=[CH:32][CH:31]=1. The catalyst class is: 365.